From a dataset of Full USPTO retrosynthesis dataset with 1.9M reactions from patents (1976-2016). Predict the reactants needed to synthesize the given product. (1) Given the product [OH:29][C:23]([C:25]([F:28])([F:27])[F:26])=[O:24].[CH3:1][C:2]1[C:7]([N:8]2[CH2:12][CH:11]([C:13]([OH:15])=[O:14])[N:10]([CH3:20])[C:9]2=[O:21])=[CH:6][CH:5]=[C:4]([CH3:22])[N:3]=1, predict the reactants needed to synthesize it. The reactants are: [CH3:1][C:2]1[C:7]([N:8]2[CH2:12][CH:11]([C:13]([O:15]C(C)(C)C)=[O:14])[N:10]([CH3:20])[C:9]2=[O:21])=[CH:6][CH:5]=[C:4]([CH3:22])[N:3]=1.[C:23]([OH:29])([C:25]([F:28])([F:27])[F:26])=[O:24].C(Cl)Cl. (2) Given the product [N:18]1([C:15]2[CH:16]=[CH:17][C:12]([NH:11][C:8]3[N:7]=[CH:6][C:5]4=[CH:4][CH:3]=[C:2]([C:26]5[CH:25]=[N:24][C:33]6[C:28]([CH:27]=5)=[CH:29][CH:30]=[CH:31][CH:32]=6)[N:10]4[N:9]=3)=[CH:13][CH:14]=2)[CH2:19][CH2:20][O:21][CH2:22][CH2:23]1, predict the reactants needed to synthesize it. The reactants are: Br[C:2]1[N:10]2[C:5]([CH:6]=[N:7][C:8]([NH:11][C:12]3[CH:17]=[CH:16][C:15]([N:18]4[CH2:23][CH2:22][O:21][CH2:20][CH2:19]4)=[CH:14][CH:13]=3)=[N:9]2)=[CH:4][CH:3]=1.[N:24]1[C:33]2[C:28](=[CH:29][CH:30]=[CH:31][CH:32]=2)[CH:27]=[C:26](B(O)O)[CH:25]=1. (3) Given the product [C:54]([O:53][C:52]([NH:51][C:47]([CH3:50])([CH3:48])[CH:46]=[C:21]([C:22]#[N:23])[C:20]([N:16]1[CH2:17][CH2:18][CH2:19][CH:15]1[CH2:14][N:13]1[C:12]2[CH:25]=[CH:26][C:27]([CH2:29][N:30]([C@@H:38]([CH3:39])[C:40]([CH3:43])([CH3:42])[CH3:41])[C:31](=[O:37])[O:32][C:33]([CH3:36])([CH3:34])[CH3:35])=[CH:28][C:11]=2[N:10]=[C:9]1[NH:8][C:6](=[O:7])[C:5]1[CH:4]=[CH:3][C:2]([Cl:1])=[CH:45][CH:44]=1)=[O:24])=[O:58])([CH3:57])([CH3:56])[CH3:55], predict the reactants needed to synthesize it. The reactants are: [Cl:1][C:2]1[CH:45]=[CH:44][C:5]([C:6]([NH:8][C:9]2[N:13]([CH2:14][CH:15]3[CH2:19][CH2:18][CH2:17][N:16]3[C:20](=[O:24])[CH2:21][C:22]#[N:23])[C:12]3[CH:25]=[CH:26][C:27]([CH2:29][N:30]([C@H:38]([C:40]([CH3:43])([CH3:42])[CH3:41])[CH3:39])[C:31](=[O:37])[O:32][C:33]([CH3:36])([CH3:35])[CH3:34])=[CH:28][C:11]=3[N:10]=2)=[O:7])=[CH:4][CH:3]=1.[CH3:46][C:47]([NH:51][C:52](=[O:58])[O:53][C:54]([CH3:57])([CH3:56])[CH3:55])([CH3:50])[CH:48]=O.N1CCCCC1. (4) The reactants are: [CH3:1][O:2][C:3]1[N:8]=[C:7]2[NH:9][C:10](=[O:13])[CH:11]=[CH:12][C:6]2=[N:5][CH:4]=1.[Br-].[Li+].[H-].[Na+].Br[CH2:19][CH2:20][CH:21]1[O:25][CH2:24][CH2:23][O:22]1. Given the product [O:22]1[CH2:23][CH2:24][O:25][CH:21]1[CH2:20][CH2:19][N:9]1[C:7]2=[N:8][C:3]([O:2][CH3:1])=[CH:4][N:5]=[C:6]2[CH:12]=[CH:11][C:10]1=[O:13], predict the reactants needed to synthesize it. (5) Given the product [F:1][C:2]([F:24])([C:10]([F:22])([F:23])[CH2:11][O:12][CH2:13][CH2:14][CH2:15][C:16]1[CH:17]=[CH:18][CH:19]=[CH:20][CH:21]=1)[CH2:3][CH2:4][C:5]([O:7][CH2:8][CH3:9])=[O:6], predict the reactants needed to synthesize it. The reactants are: [F:1][C:2]([F:24])([C:10]([F:23])([F:22])[CH2:11][O:12][CH2:13]/[CH:14]=[CH:15]/[C:16]1[CH:21]=[CH:20][CH:19]=[CH:18][CH:17]=1)/[CH:3]=[CH:4]/[C:5]([O:7][CH2:8][CH3:9])=[O:6].FC(F)(C1C=CC=CC=1)CCC(OCC)=O.